From a dataset of Full USPTO retrosynthesis dataset with 1.9M reactions from patents (1976-2016). Predict the reactants needed to synthesize the given product. (1) Given the product [Cl:33][C:32]1[C:2]([Cl:1])=[CH:3][C:4]2[NH:8][C:7]([CH2:9][CH2:10][CH2:11][N:12]([CH3:30])[CH2:13][CH2:14][C@:15]3([O:29][C:37]([CH:34]4[CH2:36][CH2:35]4)=[O:38])[CH2:20][C@H:19]4[CH2:21][CH2:22][C@@H:16]3[CH:17]=[C:18]4[C:23]3[CH:28]=[CH:27][CH:26]=[CH:25][CH:24]=3)=[N:6][C:5]=2[CH:31]=1, predict the reactants needed to synthesize it. The reactants are: [Cl:1][C:2]1[C:32]([Cl:33])=[CH:31][C:5]2[NH:6][C:7]([CH2:9][CH2:10][CH2:11][N:12]([CH3:30])[CH2:13][CH2:14][C:15]3([OH:29])[CH2:20][CH:19]4[CH2:21][CH2:22][CH:16]3[CH:17]=[C:18]4[C:23]3[CH:28]=[CH:27][CH:26]=[CH:25][CH:24]=3)=[N:8][C:4]=2[CH:3]=1.[CH:34]1([C:37](Cl)=[O:38])[CH2:36][CH2:35]1. (2) Given the product [C:13]1([CH3:21])[CH:18]=[CH:17][C:16]([CH:19]2[C:5]3[NH:6][C:7]4[C:12](=[CH:11][CH:10]=[CH:9][CH:8]=4)[C:4]=3[CH2:3][CH2:2][NH:1]2)=[CH:15][CH:14]=1, predict the reactants needed to synthesize it. The reactants are: [NH2:1][CH2:2][CH2:3][C:4]1[C:12]2[C:7](=[CH:8][CH:9]=[CH:10][CH:11]=2)[NH:6][CH:5]=1.[C:13]1([CH3:21])[CH:18]=[CH:17][C:16]([CH:19]=O)=[CH:15][CH:14]=1.FC(F)(F)C(O)=O. (3) Given the product [Br:1][C:2]1[CH:10]=[CH:9][C:8]2[N:7]([CH2:24][CH2:23][C:20]3[CH:19]=[N:18][C:17]([CH3:16])=[CH:22][CH:21]=3)[C:6]3[CH2:11][CH2:12][N:13]([CH3:15])[CH2:14][C:5]=3[C:4]=2[CH:3]=1, predict the reactants needed to synthesize it. The reactants are: [Br:1][C:2]1[CH:10]=[CH:9][C:8]2[NH:7][C:6]3[CH2:11][CH2:12][N:13]([CH3:15])[CH2:14][C:5]=3[C:4]=2[CH:3]=1.[CH3:16][C:17]1[CH:22]=[CH:21][C:20]([CH:23]=[CH2:24])=[CH:19][N:18]=1. (4) Given the product [CH3:23][O:22][C:18]1[CH:17]=[C:15]([NH:16][C:7]([C:6]2[CH:9]=[CH:10][C:3]([S:2][CH3:1])=[CH:4][CH:5]=2)=[NH:8])[CH:14]=[C:13]([O:12][CH3:11])[C:19]=1[O:20][CH3:21], predict the reactants needed to synthesize it. The reactants are: [CH3:1][S:2][C:3]1[CH:10]=[CH:9][C:6]([C:7]#[N:8])=[CH:5][CH:4]=1.[CH3:11][O:12][C:13]1[CH:14]=[C:15]([CH:17]=[C:18]([O:22][CH3:23])[C:19]=1[O:20][CH3:21])[NH2:16]. (5) Given the product [Br:15][C:13]1[CH:12]=[N:11][CH:10]=[C:9]([C:24]#[C:23][C:19]2[CH:20]=[CH:21][CH:22]=[C:17]([Cl:16])[CH:18]=2)[CH:14]=1, predict the reactants needed to synthesize it. The reactants are: C(N(CC)CC)C.Br[C:9]1[CH:10]=[N:11][CH:12]=[C:13]([Br:15])[CH:14]=1.[Cl:16][C:17]1[CH:22]=[CH:21][CH:20]=[C:19]([C:23]#[CH:24])[CH:18]=1. (6) The reactants are: [NH2:1][C:2]1[C:7]([N+:8]([O-])=O)=[C:6]([N:11]2[CH2:16][CH2:15][N:14]([CH2:17][C:18]([NH:20][C:21]3[S:22][CH:23]=[CH:24][N:25]=3)=[O:19])[CH2:13][CH2:12]2)[C:5]([Br:26])=[CH:4][N:3]=1.[CH:27](=O)[C:28]1[CH:33]=[CH:32][CH:31]=[CH:30][CH:29]=1.[O-]S(S([O-])=O)=O.[Na+].[Na+]. Given the product [Br:26][C:5]1[C:6]([N:11]2[CH2:16][CH2:15][N:14]([CH2:17][C:18]([NH:20][C:21]3[S:22][CH:23]=[CH:24][N:25]=3)=[O:19])[CH2:13][CH2:12]2)=[C:7]2[N:8]=[C:27]([C:28]3[CH:33]=[CH:32][CH:31]=[CH:30][CH:29]=3)[NH:1][C:2]2=[N:3][CH:4]=1, predict the reactants needed to synthesize it.